The task is: Predict the reactants needed to synthesize the given product.. This data is from Full USPTO retrosynthesis dataset with 1.9M reactions from patents (1976-2016). (1) Given the product [CH3:25][O:26][C:27]([C:29]1([CH2:35][NH:36][C:3]([C:5]2[N:6]=[C:7]([C:23]#[N:24])[C:8]3[C:13]([C:14]=2[OH:15])=[CH:12][CH:11]=[C:10]([O:16][C:17]2[CH:18]=[CH:19][CH:20]=[CH:21][CH:22]=2)[CH:9]=3)=[O:4])[CH2:34][CH2:33][O:32][CH2:31][CH2:30]1)=[O:28], predict the reactants needed to synthesize it. The reactants are: CO[C:3]([C:5]1[N:6]=[C:7]([C:23]#[N:24])[C:8]2[C:13]([C:14]=1[OH:15])=[CH:12][CH:11]=[C:10]([O:16][C:17]1[CH:22]=[CH:21][CH:20]=[CH:19][CH:18]=1)[CH:9]=2)=[O:4].[CH3:25][O:26][C:27]([C:29]1([CH2:35][NH2:36])[CH2:34][CH2:33][O:32][CH2:31][CH2:30]1)=[O:28]. (2) Given the product [Cl:2][C:3]1[CH:4]=[C:5]2[C:9](=[CH:10][CH:11]=1)[NH:8][CH:7]=[C:6]2[CH2:12][CH2:13][NH:14][C:27]([C:17]1[C:16]([CH3:15])=[N:20][N:19]([C:21]2[CH:26]=[CH:25][CH:24]=[CH:23][CH:22]=2)[N:18]=1)=[O:28], predict the reactants needed to synthesize it. The reactants are: Cl.[Cl:2][C:3]1[CH:4]=[C:5]2[C:9](=[CH:10][CH:11]=1)[NH:8][CH:7]=[C:6]2[CH2:12][CH2:13][NH2:14].[CH3:15][C:16]1[C:17]([C:27](Cl)=[O:28])=[N:18][N:19]([C:21]2[CH:26]=[CH:25][CH:24]=[CH:23][CH:22]=2)[N:20]=1.C(N(CC)CC)C.C(OCC)(=O)C. (3) Given the product [C:23]([C:22]1[CH:25]=[CH:26][N:27]=[C:20]([NH:1][C:2]2[S:6][N:5]=[C:4]([CH3:7])[C:3]=2[C:8]([NH:10][C:11]2[CH:16]=[CH:15][C:14]([F:17])=[C:13]([F:18])[CH:12]=2)=[O:9])[CH:21]=1)#[N:24], predict the reactants needed to synthesize it. The reactants are: [NH2:1][C:2]1[S:6][N:5]=[C:4]([CH3:7])[C:3]=1[C:8]([NH:10][C:11]1[CH:16]=[CH:15][C:14]([F:17])=[C:13]([F:18])[CH:12]=1)=[O:9].I[C:20]1[CH:21]=[C:22]([CH:25]=[CH:26][N:27]=1)[C:23]#[N:24].C(=O)([O-])[O-].[Cs+].[Cs+].CC1(C)C2C(=C(P(C3C=CC=CC=3)C3C=CC=CC=3)C=CC=2)OC2C(P(C3C=CC=CC=3)C3C=CC=CC=3)=CC=CC1=2. (4) The reactants are: [H-].[Na+].[CH2:3]([N:10]1[C:14](=[O:15])[CH2:13][C:12]2([C:23]3[C:18](=[CH:19][CH:20]=[C:21]([Cl:24])[CH:22]=3)[NH:17][C:16]2=[O:25])[C:11]1=[O:26])[C:4]1[CH:9]=[CH:8][CH:7]=[CH:6][CH:5]=1.Br[CH2:28][C:29]([O:31][CH2:32][CH3:33])=[O:30].O. Given the product [CH2:32]([O:31][C:29](=[O:30])[CH2:28][N:17]1[C:18]2[C:23](=[CH:22][C:21]([Cl:24])=[CH:20][CH:19]=2)[C:12]2([CH2:13][C:14](=[O:15])[N:10]([CH2:3][C:4]3[CH:5]=[CH:6][CH:7]=[CH:8][CH:9]=3)[C:11]2=[O:26])[C:16]1=[O:25])[CH3:33], predict the reactants needed to synthesize it.